This data is from Reaction yield outcomes from USPTO patents with 853,638 reactions. The task is: Predict the reaction yield, written as a fraction of the theoretical maximum amount of product (1.0 means a 100% yield; for example, 0.34 means a 34% yield). (1) The reactants are [Cl:1][C:2](=[CH2:10])[C:3]([CH3:9])([CH3:8])[C:4]([O:6]C)=[O:5].[OH-].[Na+]. The yield is 0.440. The catalyst is O. The product is [Cl:1][C:2](=[CH2:10])[C:3]([CH3:9])([CH3:8])[C:4]([OH:6])=[O:5]. (2) The reactants are [O:1]1[C:5]2[CH:6]=[CH:7][CH:8]=[CH:9][C:4]=2[C:3]([N:10]2[CH2:15][CH2:14][N:13]([CH2:16][CH2:17][C:18]3[CH:19]=[C:20]4[C:24](=[CH:25][CH:26]=3)[C:23]([CH3:28])([CH3:27])[CH:22]([NH2:29])[C:21]4([CH3:31])[CH3:30])[CH2:12][CH2:11]2)=[N:2]1.[CH3:32][S:33](Cl)(=[O:35])=[O:34].C(N(CC)CC)C. The catalyst is C(Cl)Cl. The product is [O:1]1[C:5]2[CH:6]=[CH:7][CH:8]=[CH:9][C:4]=2[C:3]([N:10]2[CH2:15][CH2:14][N:13]([CH2:16][CH2:17][C:18]3[CH:19]=[C:20]4[C:24](=[CH:25][CH:26]=3)[C:23]([CH3:27])([CH3:28])[CH:22]([NH:29][S:33]([CH3:32])(=[O:35])=[O:34])[C:21]4([CH3:31])[CH3:30])[CH2:12][CH2:11]2)=[N:2]1. The yield is 0.920. (3) The reactants are Br[C:2]1[CH:3]=[C:4]([C:26]([F:29])([F:28])[F:27])[C:5]2[N:6]([C:8]([Cl:25])=[C:9]([C:11]([N:13]3[CH2:17][CH2:16][CH:15]([C:18]4[CH:23]=[CH:22][CH:21]=[C:20]([F:24])[CH:19]=4)[CH2:14]3)=[O:12])[N:10]=2)[CH:7]=1.C([Si](C(C)C)(C(C)C)[N:34]1[CH:38]=[CH:37][C:36](B(O)O)=[CH:35]1)(C)C.[O-]P([O-])([O-])=O.[K+].[K+].[K+].C([O-])([O-])=O.[K+].[K+]. The catalyst is O1CCOCC1.O.CCOC(C)=O.C1C=CC([P]([Pd]([P](C2C=CC=CC=2)(C2C=CC=CC=2)C2C=CC=CC=2)([P](C2C=CC=CC=2)(C2C=CC=CC=2)C2C=CC=CC=2)[P](C2C=CC=CC=2)(C2C=CC=CC=2)C2C=CC=CC=2)(C2C=CC=CC=2)C2C=CC=CC=2)=CC=1. The product is [Cl:25][C:8]1[N:6]2[CH:7]=[C:2]([C:36]3[CH:37]=[CH:38][NH:34][CH:35]=3)[CH:3]=[C:4]([C:26]([F:29])([F:28])[F:27])[C:5]2=[N:10][C:9]=1[C:11]([N:13]1[CH2:17][CH2:16][CH:15]([C:18]2[CH:23]=[CH:22][CH:21]=[C:20]([F:24])[CH:19]=2)[CH2:14]1)=[O:12]. The yield is 0.550. (4) The yield is 0.510. The product is [C:16]([CH2:15][N:1]1[CH2:6][CH2:5][CH:4]([C:7]([O:9][C:10]([CH3:13])([CH3:12])[CH3:11])=[O:8])[CH2:3][CH2:2]1)#[N:17]. The catalyst is C(Cl)Cl.O. The reactants are [NH:1]1[CH2:6][CH2:5][CH:4]([C:7]([O:9][C:10]([CH3:13])([CH3:12])[CH3:11])=[O:8])[CH2:3][CH2:2]1.Cl[CH2:15][C:16]#[N:17].C(=O)([O-])[O-].[K+].[K+]. (5) The reactants are [CH2:1]([C:5]1[N:10]2[N:11]=[CH:12][N:13]=[C:9]2[N:8]([CH:14]2[CH2:19][CH2:18][CH:17]([OH:20])[CH2:16][CH2:15]2)[C:7](=[O:21])[C:6]=1[CH2:22][C:23]1[CH:28]=[CH:27][C:26]([C:29]2[C:30]([C:35]#[N:36])=[CH:31][CH:32]=[CH:33][CH:34]=2)=[CH:25][CH:24]=1)[CH2:2][CH2:3][CH3:4].CI.[CH3:39]N(C)C=O.[H-].[Na+]. The catalyst is C(OCC)(=O)C. The product is [CH2:1]([C:5]1[N:10]2[N:11]=[CH:12][N:13]=[C:9]2[N:8]([CH:14]2[CH2:19][CH2:18][CH:17]([O:20][CH3:39])[CH2:16][CH2:15]2)[C:7](=[O:21])[C:6]=1[CH2:22][C:23]1[CH:28]=[CH:27][C:26]([C:29]2[C:30]([C:35]#[N:36])=[CH:31][CH:32]=[CH:33][CH:34]=2)=[CH:25][CH:24]=1)[CH2:2][CH2:3][CH3:4]. The yield is 0.420. (6) The reactants are [Br:1][C:2]1[CH:7]=[C:6]([CH2:8][OH:9])[C:5]([F:10])=[CH:4][C:3]=1[CH2:11][OH:12].[CH3:13][O:14][C:15]([CH3:17])=[CH2:16].[C:18](=[O:21])([O-])O.[Na+].O1C[CH2:26][CH2:25][CH2:24]1. The catalyst is C1(C)C=CC(S(O)(=O)=O)=CC=1. The product is [Br:1][C:2]1[CH:7]=[C:6]([CH2:8][O:9][C:15]([CH3:17])([O:14][CH3:13])[CH3:16])[C:5]([F:10])=[CH:4][C:3]=1[CH2:11][O:12][C:25]([O:21][CH3:18])([CH3:26])[CH3:24]. The yield is 0.970. (7) The reactants are [F:1][C:2]1[CH:3]=[C:4]2[C:9](=[C:10]([CH3:13])[C:11]=1[F:12])[N:8]([C@@H:14]1[CH2:16][C@@H:15]1[F:17])[CH:7]=[C:6]([C:18]([OH:20])=[O:19])[C:5]2=[O:21].S1(CCCC1)(=O)=O.F[B-](F)(F)F.[O:34]=[N+:35]=[O:36]. No catalyst specified. The product is [F:1][C:2]1[C:3]([N+:35]([O-:36])=[O:34])=[C:4]2[C:9](=[C:10]([CH3:13])[C:11]=1[F:12])[N:8]([C@@H:14]1[CH2:16][C@@H:15]1[F:17])[CH:7]=[C:6]([C:18]([OH:20])=[O:19])[C:5]2=[O:21]. The yield is 0.460.